From a dataset of Full USPTO retrosynthesis dataset with 1.9M reactions from patents (1976-2016). Predict the reactants needed to synthesize the given product. (1) Given the product [F:1][C:2]1[CH:3]=[C:4]2[C:8](=[CH:9][CH:10]=1)[NH:7][CH:6]=[C:5]2[CH2:11][CH2:12][CH2:13][CH2:14][NH:15][CH:21]1[CH2:20][C:19]2[C:24](=[CH:25][CH:26]=[CH:27][C:18]=2[O:17][CH3:16])[O:23][CH2:22]1, predict the reactants needed to synthesize it. The reactants are: [F:1][C:2]1[CH:3]=[C:4]2[C:8](=[CH:9][CH:10]=1)[NH:7][CH:6]=[C:5]2[CH2:11][CH2:12][CH2:13][CH2:14][NH2:15].[CH3:16][O:17][C:18]1[CH:27]=[CH:26][CH:25]=[C:24]2[C:19]=1[CH2:20][C:21](=O)[CH2:22][O:23]2.C(O)(=O)C.C(O[BH-](OC(=O)C)OC(=O)C)(=O)C.[Na+]. (2) Given the product [CH:1]1([NH:7][C:8]2[N:13]=[C:12]([C:14]3[C:22]4[C:17](=[N:18][CH:19]=[CH:20][CH:21]=4)[N:16]([CH2:29][CH2:28][N:27]([CH3:31])[CH3:26])[CH:15]=3)[CH:11]=[CH:10][N:9]=2)[CH2:2][CH2:3][CH2:4][CH2:5][CH2:6]1, predict the reactants needed to synthesize it. The reactants are: [CH:1]1([NH:7][C:8]2[N:13]=[C:12]([C:14]3[C:22]4[C:17](=[N:18][CH:19]=[CH:20][CH:21]=4)[NH:16][CH:15]=3)[CH:11]=[CH:10][N:9]=2)[CH2:6][CH2:5][CH2:4][CH2:3][CH2:2]1.[H-].[Na+].Cl.[CH3:26][N:27]([CH3:31])[CH2:28][CH2:29]Cl. (3) Given the product [CH3:30][S:27]([C:24]1[CH:25]=[CH:26][C:21]([O:15][CH2:14][CH2:13][C@@H:11]2[CH2:12][C@@H:10]2[CH:7]2[CH2:8][CH2:9][N:4]([CH2:3][C:2]([F:1])([F:16])[F:17])[CH2:5][CH2:6]2)=[CH:22][CH:23]=1)(=[O:29])=[O:28], predict the reactants needed to synthesize it. The reactants are: [F:1][C:2]([F:17])([F:16])[CH2:3][N:4]1[CH2:9][CH2:8][CH:7]([C@H:10]2[CH2:12][C@H:11]2[CH2:13][CH2:14][OH:15])[CH2:6][CH2:5]1.[H-].[Na+].F[C:21]1[CH:26]=[CH:25][C:24]([S:27]([CH3:30])(=[O:29])=[O:28])=[CH:23][CH:22]=1. (4) Given the product [C:24]([NH:23][C:21]1[S:20][C:16]2[N:17]=[CH:18][N:19]=[C:14]([C:12]3[S:13][C:9]([C:5]4[NH:6][CH:7]=[CH:8][N:4]=4)=[C:10]([C:28]4[CH:33]=[CH:32][C:31]([Cl:34])=[CH:30][C:29]=4[Cl:35])[CH:11]=3)[C:15]=2[N:22]=1)([CH3:27])([CH3:25])[CH3:26], predict the reactants needed to synthesize it. The reactants are: C([N:4]1[CH:8]=[CH:7][N:6]=[C:5]1[C:9]1[S:13][C:12]([C:14]2[C:15]3[N:22]=[C:21]([NH:23][C:24]([CH3:27])([CH3:26])[CH3:25])[S:20][C:16]=3[N:17]=[CH:18][N:19]=2)=[CH:11][C:10]=1[C:28]1[CH:33]=[CH:32][C:31]([Cl:34])=[CH:30][C:29]=1[Cl:35])C=C.C(O)(=O)C.C1([SiH3])C=CC=CC=1.O. (5) Given the product [C:20]([C@@H:19]([NH:18][C:15]([C:7]1[CH:6]=[CH:5][C:4]([CH:1]2[CH2:2][CH2:3]2)=[C:9]([S:10][CH2:11][CH:12]([CH3:13])[CH3:14])[N:8]=1)=[O:17])[CH2:23][CH:24]([CH3:26])[CH3:25])(=[O:21])[NH2:22], predict the reactants needed to synthesize it. The reactants are: [CH:1]1([C:4]2[CH:5]=[CH:6][C:7]([C:15]([OH:17])=O)=[N:8][C:9]=2[S:10][CH2:11][CH:12]([CH3:14])[CH3:13])[CH2:3][CH2:2]1.[NH2:18][C@@H:19]([CH2:23][CH:24]([CH3:26])[CH3:25])[C:20]([NH2:22])=[O:21]. (6) Given the product [CH2:1]([O:8][C:9]1[CH:10]=[C:11]([S:15][C:16]2[CH:33]=[CH:32][C:19]([C:20]([O:22][CH2:23][C:24]3[CH:29]=[CH:28][C:27]([O:30][CH3:31])=[CH:26][CH:25]=3)=[O:21])=[C:18]([Cl:38])[CH:17]=2)[CH:12]=[CH:13][CH:14]=1)[C:2]1[CH:7]=[CH:6][CH:5]=[CH:4][CH:3]=1, predict the reactants needed to synthesize it. The reactants are: [CH2:1]([O:8][C:9]1[CH:10]=[C:11]([S:15][C:16]2[CH:33]=[CH:32][C:19]([C:20]([O:22][CH2:23][C:24]3[CH:29]=[CH:28][C:27]([O:30][CH3:31])=[CH:26][CH:25]=3)=[O:21])=[CH:18][C:17]=2C(F)(F)F)[CH:12]=[CH:13][CH:14]=1)[C:2]1[CH:7]=[CH:6][CH:5]=[CH:4][CH:3]=1.[Cl:38]C1C=C(F)C=CC=1C(OCC1C=CC(OC)=CC=1)=O. (7) Given the product [Cl:26][CH2:25][CH:10]1[C:11]2[C:12]3[C:20]([N+:27]([O-:29])=[O:28])=[CH:19][C:18]([C:21]([O:23][CH3:24])=[O:22])=[CH:17][C:13]=3[CH:14]=[CH:15][C:16]=2[NH:8][CH2:9]1, predict the reactants needed to synthesize it. The reactants are: C(OC([N:8]1[C:16]2[CH:15]=[CH:14][C:13]3[CH:17]=[C:18]([C:21]([O:23][CH3:24])=[O:22])[CH:19]=[CH:20][C:12]=3[C:11]=2[CH:10]([CH2:25][Cl:26])[CH2:9]1)=O)(C)(C)C.[N+:27]([O-])([O-:29])=[O:28].[K+].N. (8) The reactants are: [CH3:1][C:2]1([CH3:23])[C@H:5]([C:6]([O:8]C(C)(C)C)=[O:7])[CH2:4][C@@H:3]1[C:13]([O:15][CH2:16][C:17]1[CH:22]=[CH:21][CH:20]=[CH:19][CH:18]=1)=[O:14]. Given the product [CH2:16]([O:15][C:13]([C@H:3]1[CH2:4][C@@H:5]([C:6]([OH:8])=[O:7])[C:2]1([CH3:23])[CH3:1])=[O:14])[C:17]1[CH:22]=[CH:21][CH:20]=[CH:19][CH:18]=1, predict the reactants needed to synthesize it. (9) Given the product [CH3:1][C@H:2]1[CH2:7][N:6]2[N:8]=[CH:9][C:10]([N:11]3[CH2:15][C@@H:14]([O:16][C:17]4[N:18]=[CH:19][CH:20]=[CH:21][N:22]=4)[CH2:13][C:12]3=[O:23])=[C:5]2[CH2:4][N:3]1[C:24]([NH:49][C:43]1[CH:42]=[C:41]([F:40])[C:46]([F:47])=[C:45]([F:48])[CH:44]=1)=[O:26], predict the reactants needed to synthesize it. The reactants are: [CH3:1][C@H:2]1[CH2:7][N:6]2[N:8]=[CH:9][C:10]([N:11]3[CH2:15][C@@H:14]([O:16][C:17]4[N:22]=[CH:21][CH:20]=[CH:19][N:18]=4)[CH2:13][C:12]3=[O:23])=[C:5]2[CH2:4][N:3]1[C:24]([O:26]C(C)(C)C)=O.CCN(C(C)C)C(C)C.[F:40][C:41]1[CH:42]=[C:43]([NH:49]C(=O)OC2C=CC=CC=2)[CH:44]=[C:45]([F:48])[C:46]=1[F:47]. (10) The reactants are: [OH:1][C:2]1[CH:10]=[C:9]2[C:5]([CH:6]=[C:7]([C:11]([OH:13])=O)[NH:8]2)=[CH:4][CH:3]=1.C(N(CC)CC)C.[CH2:21]([CH:28]1[CH2:33][CH2:32][NH:31][CH2:30][CH2:29]1)[C:22]1[CH:27]=[CH:26][CH:25]=[CH:24][CH:23]=1.CN(C(ON1N=NC2C=CC=CC1=2)=[N+](C)C)C.F[P-](F)(F)(F)(F)F. Given the product [CH2:21]([CH:28]1[CH2:33][CH2:32][N:31]([C:11]([C:7]2[NH:8][C:9]3[C:5]([CH:6]=2)=[CH:4][CH:3]=[C:2]([OH:1])[CH:10]=3)=[O:13])[CH2:30][CH2:29]1)[C:22]1[CH:27]=[CH:26][CH:25]=[CH:24][CH:23]=1, predict the reactants needed to synthesize it.